Dataset: Reaction yield outcomes from USPTO patents with 853,638 reactions. Task: Predict the reaction yield, written as a fraction of the theoretical maximum amount of product (1.0 means a 100% yield; for example, 0.34 means a 34% yield). The reactants are [F:1][C:2]1[C:3]([O:24][CH3:25])=[C:4]([C:8]([CH3:23])([CH3:22])[CH2:9][C:10]([C:18]([F:21])([F:20])[F:19])([O:13][Si](C)(C)C)[CH2:11][OH:12])[CH:5]=[CH:6][CH:7]=1.[N+](CCCC)(CCCC)(CCCC)CCCC.[F-].O.O.O.O. The catalyst is C1COCC1. The product is [F:1][C:2]1[C:3]([O:24][CH3:25])=[C:4]([C:8]([CH3:23])([CH3:22])[CH2:9][C:10]([OH:13])([C:18]([F:21])([F:20])[F:19])[CH2:11][OH:12])[CH:5]=[CH:6][CH:7]=1. The yield is 0.814.